Dataset: Reaction yield outcomes from USPTO patents with 853,638 reactions. Task: Predict the reaction yield, written as a fraction of the theoretical maximum amount of product (1.0 means a 100% yield; for example, 0.34 means a 34% yield). (1) The reactants are [F:1][C:2]([F:12])([F:11])[C:3]1[CH:10]=[CH:9][CH:8]=[CH:7][C:4]=1[C:5]#[N:6].Cl.[C:14](=[O:17])([O-])O.[Na+].[CH3:19][OH:20]. The catalyst is C1COCC1. The product is [OH:20][C@H:19]1[C@H:5]([CH3:4])[N:6]([C:9]2[CH:8]=[CH:7][C:4]([C:5]#[N:6])=[C:3]([C:2]([F:11])([F:12])[F:1])[CH:10]=2)[C:14](=[O:17])[C:3]1([CH3:10])[CH3:2]. The yield is 0.660. (2) The reactants are [CH3:1][O:2][C:3]1[CH:4]=[C:5](/[C:11](=[CH:14]/[C:15]2[S:16][C:17]([N:20]3[CH2:25][CH2:24][CH:23]([OH:26])[CH2:22][CH2:21]3)=[CH:18][CH:19]=2)/[C:12]#[N:13])[CH:6]=[CH:7][C:8]=1[O:9][CH3:10].[CH3:27][N:28]([CH3:33])[CH2:29][C:30](O)=[O:31].C1(C)C=CC(S(Cl)(=O)=O)=CC=1. The catalyst is N1C=CC=CC=1. The product is [CH3:27][N:28]([CH2:29][C:30]([O:26][CH:23]1[CH2:22][CH2:21][N:20]([C:17]2[S:16][C:15](/[CH:14]=[C:11](\[C:12]#[N:13])/[C:5]3[CH:6]=[CH:7][C:8]([O:9][CH3:10])=[C:3]([O:2][CH3:1])[CH:4]=3)=[CH:19][CH:18]=2)[CH2:25][CH2:24]1)=[O:31])[CH3:33]. The yield is 0.760. (3) The reactants are [C:1]([C:3]1[C:12]2[C:7](=[CH:8][CH:9]=[CH:10][CH:11]=2)[C:6]([NH:13][C@H:14]([C@@H:27]([OH:29])[CH3:28])[C:15]([NH:17][NH:18][C:19](=O)[C:20]2[CH:25]=[CH:24][CH:23]=[CH:22][CH:21]=2)=[O:16])=[CH:5][CH:4]=1)#[N:2].CCN(P1(N(C)CCCN1C)=NC(C)(C)C)CC. The catalyst is C1COCC1. The product is [OH:29][C@@H:27]([CH3:28])[C@@H:14]([NH:13][C:6]1[C:7]2[C:12](=[CH:11][CH:10]=[CH:9][CH:8]=2)[C:3]([C:1]#[N:2])=[CH:4][CH:5]=1)[C:15]1[O:16][C:19]([C:20]2[CH:21]=[CH:22][CH:23]=[CH:24][CH:25]=2)=[N:18][N:17]=1. The yield is 0.280. (4) The reactants are [OH:1][C:2]1[CH:9]=[CH:8][C:5]([C:6]#[N:7])=[CH:4][CH:3]=1.O[CH2:11][CH2:12][CH2:13][CH2:14][CH2:15][CH2:16][O:17][C:18]1[C:27]2[C:22](=[CH:23][CH:24]=[CH:25][CH:26]=2)[C:21](=[O:28])[C:20](=[O:29])[CH:19]=1.C1C=CC(P(C2C=CC=CC=2)C2C=CC=CC=2)=CC=1.CCOC(/N=N/C(OCC)=O)=O. The catalyst is O1CCOCC1. The product is [C:6]([C:5]1[CH:8]=[CH:9][C:2]([O:1][CH2:11][CH2:12][CH2:13][CH2:14][CH2:15][CH2:16][O:17][C:18]2[C:27]3[C:22](=[CH:23][CH:24]=[CH:25][CH:26]=3)[C:21](=[O:28])[C:20](=[O:29])[CH:19]=2)=[CH:3][CH:4]=1)#[N:7]. The yield is 0.530. (5) The reactants are [F:1][C:2]1[CH:7]=[CH:6][C:5]([F:8])=[CH:4][C:3]=1[OH:9].[H-].[Na+].Br[C:13]1[O:17][C:16]([CH:18]=[O:19])=[CH:15][CH:14]=1.O. The catalyst is CN(C)C=O. The product is [F:1][C:2]1[CH:7]=[CH:6][C:5]([F:8])=[CH:4][C:3]=1[O:9][C:13]1[O:17][C:16]([CH:18]=[O:19])=[CH:15][CH:14]=1. The yield is 0.229. (6) The reactants are [CH2:1]([O:3][C:4]([C:6]1[NH:7][C:8]([CH3:21])=[C:9]([C:12]2[CH:17]=[CH:16][C:15]([C:18]([OH:20])=O)=[CH:14][CH:13]=2)[C:10]=1[CH3:11])=[O:5])[CH3:2].C(Cl)(=O)C(Cl)=O.[F:28][C:29]([F:38])([F:37])[C:30]1[CH:35]=[CH:34][C:33]([NH2:36])=[CH:32][CH:31]=1. The catalyst is CN(C=O)C.C(Cl)Cl.C(OCC)(=O)C. The product is [CH2:1]([O:3][C:4]([C:6]1[NH:7][C:8]([CH3:21])=[C:9]([C:12]2[CH:13]=[CH:14][C:15]([C:18](=[O:20])[NH:36][C:33]3[CH:34]=[CH:35][C:30]([C:29]([F:28])([F:37])[F:38])=[CH:31][CH:32]=3)=[CH:16][CH:17]=2)[C:10]=1[CH3:11])=[O:5])[CH3:2]. The yield is 0.150. (7) The reactants are Br[C:2]1[S:3][CH:4]=[CH:5][C:6]=1[CH2:7][CH2:8][CH2:9][CH2:10][CH2:11][CH2:12][CH2:13][CH2:14][CH2:15][CH2:16][CH2:17][CH3:18].[Cu](C#N)[C:20]#[N:21]. No catalyst specified. The product is [C:20]([C:2]1[S:3][CH:4]=[CH:5][C:6]=1[CH2:7][CH2:8][CH2:9][CH2:10][CH2:11][CH2:12][CH2:13][CH2:14][CH2:15][CH2:16][CH2:17][CH3:18])#[N:21]. The yield is 0.340.